This data is from Reaction yield outcomes from USPTO patents with 853,638 reactions. The task is: Predict the reaction yield, written as a fraction of the theoretical maximum amount of product (1.0 means a 100% yield; for example, 0.34 means a 34% yield). (1) The reactants are [CH3:1][C@@H:2]1[C@@H:11]([NH:12][C:13](=[O:22])[O:14][CH2:15][C:16]2[CH:21]=[CH:20][CH:19]=[CH:18][CH:17]=2)[C:10]2[C:5](=[CH:6][CH:7]=[CH:8][CH:9]=2)[NH:4][C@H:3]1[CH2:23][C:24]([F:27])([F:26])[F:25].N1C=CC=CC=1.[C:34](Cl)(=[O:36])[CH3:35]. The catalyst is C(Cl)Cl. The product is [C:34]([N:4]1[C:5]2[C:10](=[CH:9][CH:8]=[CH:7][CH:6]=2)[C@H:11]([NH:12][C:13](=[O:22])[O:14][CH2:15][C:16]2[CH:17]=[CH:18][CH:19]=[CH:20][CH:21]=2)[C@@H:2]([CH3:1])[C@@H:3]1[CH2:23][C:24]([F:27])([F:25])[F:26])(=[O:36])[CH3:35]. The yield is 0.390. (2) The reactants are [CH3:1][C:2]1[CH:3]=[C:4]([CH2:8][C:9]([OH:11])=O)[CH:5]=[CH:6][CH:7]=1.Cl.[CH3:13][NH:14][O:15][CH3:16].C(Cl)CCl.C1C=CC2N(O)N=NC=2C=1.C(N(CC)C(C)C)(C)C. The catalyst is CN(C=O)C.CCOC(C)=O. The product is [CH3:16][O:15][N:14]([CH3:13])[C:9](=[O:11])[CH2:8][C:4]1[CH:5]=[CH:6][CH:7]=[C:2]([CH3:1])[CH:3]=1. The yield is 0.980. (3) The reactants are [F:1][C:2]1[CH:7]=[CH:6][C:5]([C:8]2[C:20]([CH:21]([OH:24])[C:22]#[CH:23])=[C:11]3[CH:12]=[CH:13][C:14]([C:16]([F:19])([F:18])[F:17])=[CH:15][N:10]3[N:9]=2)=[CH:4][CH:3]=1. The catalyst is C(Cl)(Cl)Cl.[O-2].[O-2].[Mn+4]. The product is [F:1][C:2]1[CH:3]=[CH:4][C:5]([C:8]2[C:20]([C:21](=[O:24])[C:22]#[CH:23])=[C:11]3[CH:12]=[CH:13][C:14]([C:16]([F:19])([F:18])[F:17])=[CH:15][N:10]3[N:9]=2)=[CH:6][CH:7]=1. The yield is 0.690. (4) The reactants are [F:1][C:2]1[CH:3]=[C:4]([C:8]2[N:13]=[C:12]([CH3:14])[C:11]([C:15]([OH:17])=O)=[CH:10][N:9]=2)[CH:5]=[CH:6][CH:7]=1.CN(C(SC1[N+]([O-])=CC=CC=1)=[N+](C)C)C.F[P-](F)(F)(F)(F)F.CCN(C(C)C)C(C)C.[CH3:49][C:50]1[N:51]([NH2:60])[C:52]2[C:57]([C:58]=1[CH3:59])=[CH:56][CH:55]=[CH:54][CH:53]=2. The catalyst is CN(C=O)C.O.CCOC(C)=O. The product is [CH3:49][C:50]1[N:51]([NH:60][C:15]([C:11]2[C:12]([CH3:14])=[N:13][C:8]([C:4]3[CH:5]=[CH:6][CH:7]=[C:2]([F:1])[CH:3]=3)=[N:9][CH:10]=2)=[O:17])[C:52]2[C:57]([C:58]=1[CH3:59])=[CH:56][CH:55]=[CH:54][CH:53]=2. The yield is 0.490. (5) The yield is 0.450. The catalyst is C(Cl)Cl.C1COCC1. The product is [O:11]=[C:4]1[C:5]2[C:10](=[CH:9][CH:8]=[CH:7][CH:6]=2)[C:2](=[O:1])[N:3]1[CH2:12][CH2:13][CH2:14][C@H:15]([N:16]([CH3:17])[C:21](=[O:22])[O:23][CH2:24][C:25]1[CH:26]=[CH:27][CH:28]=[CH:29][CH:30]=1)[CH2:19][OH:18]. The reactants are [O:1]=[C:2]1[C:10]2[C:5](=[CH:6][CH:7]=[CH:8][CH:9]=2)[C:4](=[O:11])[N:3]1[CH2:12][CH2:13][CH2:14][C@H:15]1[C:19](=O)[O:18][CH2:17][N:16]1[C:21]([O:23][CH2:24][C:25]1[CH:30]=[CH:29][CH:28]=[CH:27][CH:26]=1)=[O:22].[SiH](CC)(CC)CC.ClC(OC(C)(C)C)=O.Cl.